This data is from Full USPTO retrosynthesis dataset with 1.9M reactions from patents (1976-2016). The task is: Predict the reactants needed to synthesize the given product. (1) Given the product [CH3:3][O:4][C:5]1[CH:10]=[CH:9][C:8]([N+:11]([O-:13])=[O:12])=[CH:7][C:6]=1[N:14]([CH3:19])[C:15](=[O:18])[CH2:16][CH3:17], predict the reactants needed to synthesize it. The reactants are: N#N.[CH3:3][O:4][C:5]1[CH:10]=[CH:9][C:8]([N+:11]([O-:13])=[O:12])=[CH:7][C:6]=1[NH:14][C:15](=[O:18])[CH2:16][CH3:17].[CH2:19](O)C. (2) Given the product [Cl:1][C:2]1[CH:3]=[C:4]([C:9]2([C:23]([F:24])([F:25])[F:26])[O:13][N:12]=[C:11]([C:14]3[CH:15]=[CH:16][C:17]([C:18]([NH:45][CH2:44][CH:42]4[CH2:43][S:40][CH2:41]4)=[O:19])=[C:21]([CH3:27])[CH:22]=3)[CH2:10]2)[CH:5]=[C:6]([Cl:8])[CH:7]=1, predict the reactants needed to synthesize it. The reactants are: [Cl:1][C:2]1[CH:3]=[C:4]([C:9]2([C:23]([F:26])([F:25])[F:24])[O:13][N:12]=[C:11]([C:14]3[CH:22]=[CH:21][C:17]([C:18](O)=[O:19])=[CH:16][CH:15]=3)[CH2:10]2)[CH:5]=[C:6]([Cl:8])[CH:7]=1.[C:27](Cl)(=O)C(Cl)=O.C(N(CC)CC)C.[S:40]1[CH2:43][CH:42]([CH2:44][NH2:45])[CH2:41]1.